This data is from Full USPTO retrosynthesis dataset with 1.9M reactions from patents (1976-2016). The task is: Predict the reactants needed to synthesize the given product. Given the product [F:10][C:11]([F:25])([F:26])[C:12]1[CH:13]=[C:14]([CH:18]=[C:19]([C:21]([F:24])([F:22])[F:23])[CH:20]=1)[C:15]([N:1]1[CH2:9][CH2:8][CH2:7][CH:3]([C:4]([OH:6])=[O:5])[CH2:2]1)=[O:16], predict the reactants needed to synthesize it. The reactants are: [NH:1]1[CH2:9][CH2:8][CH2:7][CH:3]([C:4]([OH:6])=[O:5])[CH2:2]1.[F:10][C:11]([F:26])([F:25])[C:12]1[CH:13]=[C:14]([CH:18]=[C:19]([C:21]([F:24])([F:23])[F:22])[CH:20]=1)[C:15](Cl)=[O:16].C(N(CC)CC)C.